Dataset: Forward reaction prediction with 1.9M reactions from USPTO patents (1976-2016). Task: Predict the product of the given reaction. Given the reactants Cl[C:2]1[C:7]([C:8]#[N:9])=[C:6]([Cl:10])[N:5]=[C:4]([NH:11][CH2:12][CH2:13][OH:14])[N:3]=1.[N:15]1[CH:20]=[CH:19][CH:18]=[C:17]([CH2:21][NH2:22])[CH:16]=1.C(N(C(C)C)C(C)C)C, predict the reaction product. The product is: [Cl:10][C:6]1[C:7]([C:8]#[N:9])=[C:2]([NH:22][CH2:21][C:17]2[CH:16]=[N:15][CH:20]=[CH:19][CH:18]=2)[N:3]=[C:4]([NH:11][CH2:12][CH2:13][OH:14])[N:5]=1.